The task is: Predict which catalyst facilitates the given reaction.. This data is from Catalyst prediction with 721,799 reactions and 888 catalyst types from USPTO. (1) Reactant: [CH3:1][CH:2]([S:4]([NH:7][C@H:8]1[CH2:13][CH2:12][C@H:11]([CH2:14][NH:15][C:16](=[S:18])[NH-:17])[CH2:10][CH2:9]1)(=[O:6])=[O:5])[CH3:3].Cl[CH2:20][C:21]([C:23]1[CH:28]=[CH:27][CH:26]=[C:25]([F:29])[N:24]=1)=O.CCN(C(C)C)C(C)C. Product: [CH3:3][CH:2]([S:4]([NH:7][C@H:8]1[CH2:13][CH2:12][C@H:11]([CH2:14][NH:15][C:16]2[S:18][CH:20]=[C:21]([C:23]3[CH:28]=[CH:27][CH:26]=[C:25]([F:29])[N:24]=3)[N:17]=2)[CH2:10][CH2:9]1)(=[O:5])=[O:6])[CH3:1]. The catalyst class is: 14. (2) Reactant: [CH:1]([C:4]1[C:8]([CH2:9][CH2:10][C:11]([O:13][CH2:14][CH3:15])=[O:12])=[CH:7][NH:6][N:5]=1)([CH3:3])[CH3:2].Cl[C:17]1[CH:22]=[CH:21][CH:20]=[C:19]([C:23]([F:26])([F:25])[F:24])[N:18]=1.[H-].[Na+].Cl. Product: [CH:1]([C:4]1[C:8]([CH2:9][CH2:10][C:11]([O:13][CH2:14][CH3:15])=[O:12])=[CH:7][N:6]([C:17]2[CH:22]=[CH:21][CH:20]=[C:19]([C:23]([F:26])([F:25])[F:24])[N:18]=2)[N:5]=1)([CH3:3])[CH3:2]. The catalyst class is: 9. (3) Reactant: [OH:1][CH:2]([CH3:10])[C:3]([NH:6][C:7]([NH2:9])=[S:8])([CH3:5])[CH3:4].[Br:11][CH2:12][C:13]([C:15]1[CH:20]=[CH:19][C:18]([C:21]#[N:22])=[CH:17][CH:16]=1)=O. Product: [BrH:11].[OH:1][CH:2]([CH3:10])[C:3]([NH:6][C:7]1[S:8][CH:12]=[C:13]([C:15]2[CH:20]=[CH:19][C:18]([C:21]#[N:22])=[CH:17][CH:16]=2)[N:9]=1)([CH3:5])[CH3:4]. The catalyst class is: 8.